This data is from Reaction yield outcomes from USPTO patents with 853,638 reactions. The task is: Predict the reaction yield, written as a fraction of the theoretical maximum amount of product (1.0 means a 100% yield; for example, 0.34 means a 34% yield). (1) The reactants are [N+:1]([C:4]1[CH:5]=[C:6]([CH2:10][S:11]([N:14]([CH3:16])[CH3:15])(=[O:13])=[O:12])[CH:7]=[CH:8][CH:9]=1)([O-])=O. The catalyst is [Ni].CO. The product is [NH2:1][C:4]1[CH:5]=[C:6]([CH2:10][S:11]([N:14]([CH3:16])[CH3:15])(=[O:13])=[O:12])[CH:7]=[CH:8][CH:9]=1. The yield is 0.960. (2) The reactants are [Cl:1][C:2]1[N:7]=[C:6]([C:8](OCC)=[O:9])[C:5]([NH:13][CH2:14][CH2:15][N:16]2[CH2:21][CH2:20][O:19][CH2:18][CH2:17]2)=[CH:4][N:3]=1.[NH3:22]. No catalyst specified. The product is [Cl:1][C:2]1[N:7]=[C:6]([C:8]([NH2:22])=[O:9])[C:5]([NH:13][CH2:14][CH2:15][N:16]2[CH2:21][CH2:20][O:19][CH2:18][CH2:17]2)=[CH:4][N:3]=1. The yield is 0.900. (3) The product is [CH2:1]([O:3][C:4](=[O:13])[C:5]([C:7]1([OH:12])[CH2:8][CH2:9][CH2:10][CH2:11]1)=[N:25][NH:24][CH2:23][CH2:22][CH:21]([CH3:26])[CH3:20])[CH3:2]. The catalyst is C(O)C.CCOC(C)=O. The yield is 0.500. The reactants are [CH2:1]([O:3][C:4](=[O:13])[C:5]([C:7]1([OH:12])[CH2:11][CH2:10][CH2:9][CH2:8]1)=O)[CH3:2].C(O)(=O)C(O)=O.[CH3:20][CH:21]([CH3:26])[CH2:22][CH2:23][NH:24][NH2:25].CC([O-])=O.[Na+]. (4) The reactants are [CH3:1][C:2]1([CH3:31])[CH2:10][C:9]2[N:8]([C:11]3[CH:18]=[CH:17][C:14]([C:15]#[N:16])=[C:13]([NH:19][CH:20]4[CH2:25][CH2:24][O:23][CH2:22][CH2:21]4)[CH:12]=3)[N:7]=[C:6]([C:26]([F:29])([F:28])[F:27])[C:5]=2[C:4](=[O:30])[CH2:3]1.[OH-:32].[Na+].OO. The catalyst is C(O)C.CS(C)=O.O. The product is [CH3:1][C:2]1([CH3:31])[CH2:10][C:9]2[N:8]([C:11]3[CH:18]=[CH:17][C:14]([C:15]([NH2:16])=[O:32])=[C:13]([NH:19][CH:20]4[CH2:25][CH2:24][O:23][CH2:22][CH2:21]4)[CH:12]=3)[N:7]=[C:6]([C:26]([F:28])([F:29])[F:27])[C:5]=2[C:4](=[O:30])[CH2:3]1. The yield is 0.980. (5) The reactants are [O:1]=[C:2]1[CH:7]=[C:6]([C:8]2[N:9]=[N:10][C:11]([C:14]([F:17])([F:16])[F:15])=[CH:12][CH:13]=2)[CH:5]=[CH:4][N:3]1[C:18]1[CH:23]=[CH:22][C:21]2[C:24]3[CH2:25][N:26](C(OC(C)(C)C)=O)[CH2:27][CH2:28][C:29]=3[O:30][C:20]=2[CH:19]=1.Cl. The catalyst is CO.CCOCC. The product is [CH2:25]1[C:24]2[C:21]3[CH:22]=[CH:23][C:18]([N:3]4[CH:4]=[CH:5][C:6]([C:8]5[N:9]=[N:10][C:11]([C:14]([F:15])([F:17])[F:16])=[CH:12][CH:13]=5)=[CH:7][C:2]4=[O:1])=[CH:19][C:20]=3[O:30][C:29]=2[CH2:28][CH2:27][NH:26]1. The yield is 0.850. (6) The reactants are C[O:2][C:3]([C:5]1[S:6][C:7]([C:31]2[CH2:36][CH2:35][CH2:34][CH2:33][CH:32]=2)=[CH:8][C:9]=1[N:10]([CH:20]1[CH2:25][CH2:24][N:23]([C:26](=[O:30])[CH:27]([CH3:29])[CH3:28])[CH2:22][CH2:21]1)[C:11]([C@H:13]1[CH2:18][CH2:17][C@H:16]([CH3:19])[CH2:15][CH2:14]1)=[O:12])=[O:4].[Li+].[OH-].O. The catalyst is C1COCC1.O.CO. The product is [C:31]1([C:7]2[S:6][C:5]([C:3]([OH:4])=[O:2])=[C:9]([N:10]([CH:20]3[CH2:21][CH2:22][N:23]([C:26](=[O:30])[CH:27]([CH3:29])[CH3:28])[CH2:24][CH2:25]3)[C:11]([C@H:13]3[CH2:18][CH2:17][C@H:16]([CH3:19])[CH2:15][CH2:14]3)=[O:12])[CH:8]=2)[CH2:36][CH2:35][CH2:34][CH2:33][CH:32]=1. The yield is 0.610.